From a dataset of Full USPTO retrosynthesis dataset with 1.9M reactions from patents (1976-2016). Predict the reactants needed to synthesize the given product. (1) Given the product [C:1]([O:4][C:5]1[CH:22]=[CH:21][C:20]2[C@@H:19]3[C@H:10]([C@H:11]4[C@@:15]([CH2:17][CH2:18]3)([CH3:16])[C@@H:14]([O:23][C:24](=[O:26])[CH3:25])[CH2:13][CH2:12]4)[CH2:9][C:8](=[O:29])[C:7]=2[CH:6]=1)(=[O:3])[CH3:2], predict the reactants needed to synthesize it. The reactants are: [C:1]([O:4][C:5]1[CH:22]=[CH:21][C:20]2[C@@H:19]3[C@H:10]([C@H:11]4[C@@:15]([CH2:17][CH2:18]3)([CH3:16])[C@@H:14]([O:23][C:24](=[O:26])[CH3:25])[CH2:13][CH2:12]4)[CH2:9][CH2:8][C:7]=2[CH:6]=1)(=[O:3])[CH3:2].C(O)(=[O:29])C. (2) Given the product [OH:14][C@@H:7]1[CH2:6][C@@H:5]2[C@@:10]([CH3:12])([CH:11]=[C:3]([CH:2]=[O:1])[CH2:4]2)[C@H:9]([CH3:13])[CH2:8]1, predict the reactants needed to synthesize it. The reactants are: [OH:1][CH2:2][C:3]1[CH2:4][C@H:5]2[C@@:10]([CH3:12])([CH:11]=1)[C@H:9]([CH3:13])[CH2:8][C@H:7]([OH:14])[CH2:6]2. (3) Given the product [F:9][C:6]1[N:7]=[CH:8][C:3]([CH2:2][OH:12])=[C:4]([I:10])[CH:5]=1, predict the reactants needed to synthesize it. The reactants are: Br[CH2:2][C:3]1[C:4]([I:10])=[CH:5][C:6]([F:9])=[N:7][CH:8]=1.[N+](C)([O-])=[O:12].CN(C)C=O.C(=O)([O-])[O-].[Na+].[Na+]. (4) Given the product [C:1]([O:5][C:6]([C:8]1[N:9]([C:25]2[CH:29]=[CH:28][S:27][CH:26]=2)[C:10]2[C:15]([C:16]=1[NH:17][C:18]([NH:39][C:38]1[C:34]([C:32]([O:31][CH3:30])=[O:33])=[CH:35][S:36][CH:37]=1)=[O:19])=[C:14]([CH3:20])[C:13]([C:21]([F:23])([F:22])[F:24])=[CH:12][CH:11]=2)=[O:7])([CH3:4])([CH3:2])[CH3:3], predict the reactants needed to synthesize it. The reactants are: [C:1]([O:5][C:6]([C:8]1[N:9]([C:25]2[CH:29]=[CH:28][S:27][CH:26]=2)[C:10]2[C:15]([C:16]=1[N:17]=[C:18]=[O:19])=[C:14]([CH3:20])[C:13]([C:21]([F:24])([F:23])[F:22])=[CH:12][CH:11]=2)=[O:7])([CH3:4])([CH3:3])[CH3:2].[CH3:30][O:31][C:32]([C:34]1[C:38]([NH2:39])=[CH:37][S:36][CH:35]=1)=[O:33].C(OCC)(=O)C. (5) Given the product [N:30]1([O:8][CH2:9][CH2:10][C:11]2[CH:12]=[CH:13][C:14]([O:17][C:18](=[O:27])[N:19]([CH3:26])[C:20]3[CH:21]=[CH:22][CH:23]=[CH:24][CH:25]=3)=[CH:15][CH:16]=2)[CH:34]=[CH:33][N:32]=[CH:31]1, predict the reactants needed to synthesize it. The reactants are: C(O)(C(F)(F)F)=O.[OH:8][CH2:9][CH2:10][C:11]1[CH:16]=[CH:15][C:14]([O:17][C:18](=[O:27])[N:19]([CH3:26])[C:20]2[CH:25]=[CH:24][CH:23]=[CH:22][CH:21]=2)=[CH:13][CH:12]=1.Cl.O[N:30]1[CH:34]=[CH:33][N:32]=[CH:31]1. (6) Given the product [NH2:12][C:13]1[CH:18]=[CH:17][C:16]([C:19]([N:21]2[CH2:22][CH2:23][N:24]([CH2:27][C:28]3[CH:33]=[CH:32][C:31]([C:34]([O:43][Si:49]([C:45]([CH3:48])([CH3:47])[CH3:46])([CH3:52])[CH3:51])([C:35]([F:36])([F:37])[F:38])[C:39]([F:41])([F:42])[F:40])=[CH:30][CH:29]=3)[CH2:25][CH2:26]2)=[O:20])=[CH:15][C:14]=1[F:44], predict the reactants needed to synthesize it. The reactants are: N12CCCN=C1CCCCC2.[NH2:12][C:13]1[CH:18]=[CH:17][C:16]([C:19]([N:21]2[CH2:26][CH2:25][N:24]([CH2:27][C:28]3[CH:33]=[CH:32][C:31]([C:34]([OH:43])([C:39]([F:42])([F:41])[F:40])[C:35]([F:38])([F:37])[F:36])=[CH:30][CH:29]=3)[CH2:23][CH2:22]2)=[O:20])=[CH:15][C:14]=1[F:44].[C:45]([Si:49]([CH3:52])([CH3:51])Cl)([CH3:48])([CH3:47])[CH3:46]. (7) Given the product [Cl:1][C:2]1[CH:3]=[C:4]([CH:32]=[CH:33][C:34]=1[Cl:35])[O:5][C:6]1[CH:30]=[CH:29][C:9]([CH2:10][O:11][C:12]2[CH:13]=[C:14]3[NH:21][CH2:20][CH2:19][N:15]3[C:16](=[O:18])[N:17]=2)=[CH:8][C:7]=1[F:31], predict the reactants needed to synthesize it. The reactants are: [Cl:1][C:2]1[CH:3]=[C:4]([CH:32]=[CH:33][C:34]=1[Cl:35])[O:5][C:6]1[CH:30]=[CH:29][C:9]([CH2:10][O:11][C:12]2[CH:13]=[C:14]3[N:21](C(OC(C)(C)C)=O)[CH2:20][CH2:19][N:15]3[C:16](=[O:18])[N:17]=2)=[CH:8][C:7]=1[F:31].